From a dataset of Forward reaction prediction with 1.9M reactions from USPTO patents (1976-2016). Predict the product of the given reaction. (1) Given the reactants [S:1](=[O:5])(=O)(O)[OH:2].OO.[CH3:8][C:9]([CH3:39])([CH3:38])[CH2:10][C:11]([NH:13][C:14]1[CH:19]=[CH:18][N:17]2[C:20]([C:30]3[CH:35]=[CH:34][N:33]=[C:32](SC)[N:31]=3)=[C:21]([C:23]3[CH:28]=[CH:27][CH:26]=[C:25]([CH3:29])[N:24]=3)[N:22]=[C:16]2[N:15]=1)=[O:12].[CH3:40]O, predict the reaction product. The product is: [CH3:40][S:1]([C:32]1[N:31]=[C:30]([C:20]2[N:17]3[CH:18]=[CH:19][C:14]([NH:13][C:11](=[O:12])[CH2:10][C:9]([CH3:39])([CH3:8])[CH3:38])=[N:15][C:16]3=[N:22][C:21]=2[C:23]2[CH:28]=[CH:27][CH:26]=[C:25]([CH3:29])[N:24]=2)[CH:35]=[CH:34][N:33]=1)(=[O:5])=[O:2]. (2) Given the reactants [F:1][C:2]1[C:11]2[O:10][CH2:9][CH:8]([NH:12][CH2:13][CH2:14][CH2:15][C:16]3[C:24]4[C:19](=[CH:20][C:21]([F:25])=[CH:22][CH:23]=4)[NH:18][CH:17]=3)[CH2:7][C:6]=2[C:5]([C:26]([NH2:28])=[O:27])=[CH:4][CH:3]=1.[C:29]1(=O)[CH2:32][CH2:31][CH2:30]1.C(O)(=O)C.C([BH3-])#N.[Na+], predict the reaction product. The product is: [CH:29]1([N:12]([CH2:13][CH2:14][CH2:15][C:16]2[C:24]3[C:19](=[CH:20][C:21]([F:25])=[CH:22][CH:23]=3)[NH:18][CH:17]=2)[CH:8]2[CH2:7][C:6]3[C:5]([C:26]([NH2:28])=[O:27])=[CH:4][CH:3]=[C:2]([F:1])[C:11]=3[O:10][CH2:9]2)[CH2:32][CH2:31][CH2:30]1.